Dataset: Full USPTO retrosynthesis dataset with 1.9M reactions from patents (1976-2016). Task: Predict the reactants needed to synthesize the given product. (1) Given the product [F:25][C:26]1[CH:27]=[CH:28][C:29]([CH2:30][O:31][CH2:32][C:33]([NH:1][CH2:2][CH2:3][CH2:4][CH:5]2[CH2:10][CH2:9][N:8]([C:11]([O:13][C:14]([CH3:17])([CH3:16])[CH3:15])=[O:12])[CH2:7][CH2:6]2)=[O:34])=[CH:36][CH:37]=1, predict the reactants needed to synthesize it. The reactants are: [NH2:1][CH2:2][CH2:3][CH2:4][CH:5]1[CH2:10][CH2:9][N:8]([C:11]([O:13][C:14]([CH3:17])([CH3:16])[CH3:15])=[O:12])[CH2:7][CH2:6]1.C(N(CC)CC)C.[F:25][C:26]1[CH:37]=[CH:36][C:29]([CH2:30][O:31][CH2:32][C:33](Cl)=[O:34])=[CH:28][CH:27]=1.COC1C=C(S(N2CCC(CCCNC(=O)COCC3C=CC(F)=CC=3)C2)(=O)=O)C=CC=1OC. (2) Given the product [CH3:13][O:12][C:8]1[CH:9]=[CH:10][CH:11]=[C:6]([O:5][CH3:4])[C:7]=1[C:14]1[N:18]([CH2:19][CH:20]([CH3:21])[CH3:22])[N:17]=[C:16]([C:23]([OH:25])=[O:24])[CH:15]=1, predict the reactants needed to synthesize it. The reactants are: O.[OH-].[Li+].[CH3:4][O:5][C:6]1[CH:11]=[CH:10][CH:9]=[C:8]([O:12][CH3:13])[C:7]=1[C:14]1[N:18]([CH2:19][CH:20]([CH3:22])[CH3:21])[N:17]=[C:16]([C:23]([O:25]CC)=[O:24])[CH:15]=1.